Dataset: Forward reaction prediction with 1.9M reactions from USPTO patents (1976-2016). Task: Predict the product of the given reaction. (1) Given the reactants [Br:1][C:2]1[CH:3]=[C:4]([C:7]([NH:9][C@@:10]2([C:20]3[CH:25]=[CH:24][C:23]([O:26][C:27]([F:30])([F:29])[F:28])=[C:22]([F:31])[CH:21]=3)[C:15]3=[N:16][CH:17]=[CH:18][CH:19]=[C:14]3[O:13][CH2:12][CH2:11]2)=[O:8])[NH:5][CH:6]=1.[C:32]([O-])([O-])=O.[Cs+].[Cs+].IC.O, predict the reaction product. The product is: [Br:1][C:2]1[CH:3]=[C:4]([C:7]([NH:9][C@@:10]2([C:20]3[CH:25]=[CH:24][C:23]([O:26][C:27]([F:30])([F:28])[F:29])=[C:22]([F:31])[CH:21]=3)[C:15]3=[N:16][CH:17]=[CH:18][CH:19]=[C:14]3[O:13][CH2:12][CH2:11]2)=[O:8])[N:5]([CH3:32])[CH:6]=1. (2) Given the reactants [CH:1]1([N:6]2[CH2:11][CH2:10][N:9]([C:12]([C:14]3[CH:15]=[C:16]4[C:20](=[CH:21][CH:22]=3)[NH:19][C:18]([C:23]([N:25]3[CH2:30][CH2:29][C:28]([F:32])([F:31])[CH2:27][CH2:26]3)=[O:24])=[CH:17]4)=[O:13])[CH2:8][CH2:7]2)[CH2:5][CH2:4][CH2:3][CH2:2]1.[CH3:33][C:34]1[CH:39]=[CH:38][C:37](B(O)O)=[CH:36][CH:35]=1.N1C=CC=CC=1, predict the reaction product. The product is: [CH:1]1([N:6]2[CH2:7][CH2:8][N:9]([C:12]([C:14]3[CH:15]=[C:16]4[C:20](=[CH:21][CH:22]=3)[N:19]([C:37]3[CH:38]=[CH:39][C:34]([CH3:33])=[CH:35][CH:36]=3)[C:18]([C:23]([N:25]3[CH2:26][CH2:27][C:28]([F:31])([F:32])[CH2:29][CH2:30]3)=[O:24])=[CH:17]4)=[O:13])[CH2:10][CH2:11]2)[CH2:5][CH2:4][CH2:3][CH2:2]1. (3) Given the reactants Cl[C:2]1[C:21]([C:22]2[N:26](C3CCCCO3)[N:25]=[CH:24][CH:23]=2)=[CH:20][C:5]([C:6]([NH:8][C:9]2[CH:14]=[CH:13][C:12]([O:15][C:16]([F:19])([F:18])[F:17])=[CH:11][CH:10]=2)=[O:7])=[CH:4][N:3]=1.[CH3:33][C:34]1([OH:38])[CH2:37][NH:36][CH2:35]1, predict the reaction product. The product is: [OH:38][C:34]1([CH3:33])[CH2:37][N:36]([C:2]2[C:21]([C:22]3[NH:26][N:25]=[CH:24][CH:23]=3)=[CH:20][C:5]([C:6]([NH:8][C:9]3[CH:14]=[CH:13][C:12]([O:15][C:16]([F:19])([F:18])[F:17])=[CH:11][CH:10]=3)=[O:7])=[CH:4][N:3]=2)[CH2:35]1. (4) Given the reactants [Cl:1][C:2]1[CH:3]=[C:4]([CH2:9][C:10]#[N:11])[CH:5]=[CH:6][C:7]=1[Cl:8].C([Li])CCC.[N+:17]([C:20]1[CH:21]=[C:22]([CH:25]=[CH:26][CH:27]=1)[CH:23]=[O:24])([O-:19])=[O:18].C(O)(=O)C, predict the reaction product. The product is: [Cl:1][C:2]1[CH:3]=[C:4]([CH:9]([CH:23]([OH:24])[C:22]2[CH:25]=[CH:26][CH:27]=[C:20]([N+:17]([O-:19])=[O:18])[CH:21]=2)[C:10]#[N:11])[CH:5]=[CH:6][C:7]=1[Cl:8]. (5) Given the reactants Cl[C:2]1[C:11]([C:12]([OH:14])=[O:13])=[CH:10][C:9]2[C:4](=[CH:5][CH:6]=[C:7]([Cl:15])[CH:8]=2)[N:3]=1.[NH2:16][C@@H:17]([CH2:21][C:22]1[CH:27]=[CH:26][C:25]([O:28][C:29]2[C:34]([Br:35])=[CH:33][CH:32]=[CH:31][N:30]=2)=[CH:24][CH:23]=1)[C:18]([OH:20])=[O:19], predict the reaction product. The product is: [Br:35][C:34]1[C:29]([O:28][C:25]2[CH:24]=[CH:23][C:22]([CH2:21][C@H:17]([NH:16][C:2]3[C:11]([C:12]([OH:14])=[O:13])=[CH:10][C:9]4[C:4](=[CH:5][CH:6]=[C:7]([Cl:15])[CH:8]=4)[N:3]=3)[C:18]([OH:20])=[O:19])=[CH:27][CH:26]=2)=[N:30][CH:31]=[CH:32][CH:33]=1. (6) Given the reactants Cl[C:2]1[N:3]=[C:4]([N:15]2[CH2:20][CH2:19][O:18][CH2:17][CH2:16]2)[C:5]2[S:10][C:9]([C:11]([OH:14])([CH3:13])[CH3:12])=[CH:8][C:6]=2[N:7]=1.[CH3:21][N:22]([C:30]1[CH:35]=[CH:34][C:33](B2OC(C)(C)C(C)(C)O2)=[CH:32][N:31]=1)C(=O)OC(C)(C)C, predict the reaction product. The product is: [CH3:21][NH:22][C:30]1[N:31]=[CH:32][C:33]([C:2]2[N:3]=[C:4]([N:15]3[CH2:20][CH2:19][O:18][CH2:17][CH2:16]3)[C:5]3[S:10][C:9]([C:11]([OH:14])([CH3:13])[CH3:12])=[CH:8][C:6]=3[N:7]=2)=[CH:34][CH:35]=1. (7) Given the reactants [NH2:1][C:2]1[CH:15]=[C:14]2[C:5]([O:6][C:7]3[C:8]([C:16]4[NH:21][C:20](=[O:22])[CH:19]=[C:18]([N:23]5[CH2:28][CH2:27][O:26][CH2:25][CH2:24]5)[CH:17]=4)=[CH:9][CH:10]=[CH:11][C:12]=3[CH2:13]2)=[CH:4][CH:3]=1.Br[CH2:30][CH2:31][O:32][CH2:33][CH2:34]Br.C(N(CC)C(C)C)(C)C.CN(C)C(=O)C, predict the reaction product. The product is: [O:26]1[CH2:27][CH2:28][N:23]([C:18]2[CH:17]=[C:16]([C:8]3[C:7]4[O:6][C:5]5[C:14](=[CH:15][C:2]([N:1]6[CH2:34][CH2:33][O:32][CH2:31][CH2:30]6)=[CH:3][CH:4]=5)[CH2:13][C:12]=4[CH:11]=[CH:10][CH:9]=3)[NH:21][C:20](=[O:22])[CH:19]=2)[CH2:24][CH2:25]1.